Dataset: Catalyst prediction with 721,799 reactions and 888 catalyst types from USPTO. Task: Predict which catalyst facilitates the given reaction. (1) The catalyst class is: 68. Reactant: [NH2:1][C:2]1[N:7]=[CH:6][C:5]([C:8]2[CH:45]=[CH:44][C:11]3=[N:12][CH:13]=[C:14]4[C:19]([N:18]([C:20]5[CH:25]=[CH:24][C:23]([N:26]6[CH2:31][CH2:30][N:29](C(OC(C)(C)C)=O)[CH2:28][CH2:27]6)=[C:22]([C:39]([F:42])([F:41])[F:40])[CH:21]=5)[C:17](=[O:43])[CH:16]=[CH:15]4)=[C:10]3[CH:9]=2)=[CH:4][CH:3]=1.C(O)(C(F)(F)F)=O.C(N(CC)CC)C.[CH3:60][C:61]([CH3:84])([O:63][C:64](=[O:83])[NH:65][CH2:66][CH2:67][O:68][CH2:69][CH2:70][O:71][CH2:72][CH2:73][O:74][CH2:75][CH2:76][O:77][CH2:78][CH2:79][C:80](O)=[O:81])[CH3:62].CN(C(ON1N=NC2C=CC=NC1=2)=[N+](C)C)C.F[P-](F)(F)(F)(F)F. Product: [NH2:1][C:2]1[N:7]=[CH:6][C:5]([C:8]2[CH:45]=[CH:44][C:11]3=[N:12][CH:13]=[C:14]4[C:19]([N:18]([C:20]5[CH:25]=[CH:24][C:23]([N:26]6[CH2:31][CH2:30][N:29]([C:80](=[O:81])[CH2:79][CH2:78][O:77][CH2:76][CH2:75][O:74][CH2:73][CH2:72][O:71][CH2:70][CH2:69][O:68][CH2:67][CH2:66][NH:65][C:64](=[O:83])[O:63][C:61]([CH3:60])([CH3:62])[CH3:84])[CH2:28][CH2:27]6)=[C:22]([C:39]([F:42])([F:41])[F:40])[CH:21]=5)[C:17](=[O:43])[CH:16]=[CH:15]4)=[C:10]3[CH:9]=2)=[CH:4][CH:3]=1. (2) Reactant: [C:1]1([N:7]2[C:16]3[C:11](=[CH:12][CH:13]=[CH:14][N:15]=3)[C:10]([O:17]C(=O)C(C3C=CC=CC=3)CC)=[CH:9][C:8]2=[O:29])[CH:6]=[CH:5][CH:4]=[CH:3][CH:2]=1.[CH2:30](N(CC)CC)[CH3:31].[C-]#N.[K+].C1[O:57][CH2:56][CH2:55]OCCOCCOCCOCCOC1.[C:58]1(C)[CH:63]=[CH:62][CH:61]=[CH:60][CH:59]=1. Product: [OH:17][C:10]1[C:11]2[C:16](=[N:15][CH:14]=[CH:13][CH:12]=2)[N:7]([C:1]2[CH:2]=[CH:3][CH:4]=[CH:5][CH:6]=2)[C:8](=[O:29])[C:9]=1[C:56](=[O:57])[CH:55]([C:58]1[CH:59]=[CH:60][CH:61]=[CH:62][CH:63]=1)[CH2:30][CH3:31]. The catalyst class is: 22.